Dataset: Catalyst prediction with 721,799 reactions and 888 catalyst types from USPTO. Task: Predict which catalyst facilitates the given reaction. (1) Reactant: [NH2:1][C:2]1[C:3]([NH:12][CH2:13][C:14]2[CH:19]=[CH:18][C:17]([C:20]3[CH:25]=[CH:24][CH:23]=[CH:22][C:21]=3[C:26]#[N:27])=[CH:16][CH:15]=2)=[C:4]([CH:9]=[CH:10][CH:11]=1)[C:5]([O:7][CH3:8])=[O:6].Cl[C:29]([O:31][CH3:32])=[O:30]. Product: [C:26]([C:21]1[CH:22]=[CH:23][CH:24]=[CH:25][C:20]=1[C:17]1[CH:18]=[CH:19][C:14]([CH2:13][NH:12][C:3]2[C:2]([NH:1][C:29]([O:31][CH3:32])=[O:30])=[CH:11][CH:10]=[CH:9][C:4]=2[C:5]([O:7][CH3:8])=[O:6])=[CH:15][CH:16]=1)#[N:27]. The catalyst class is: 17. (2) Reactant: [Cl:1][C:2]1[N:7]=[CH:6][C:5]([S:8](Cl)(=[O:10])=[O:9])=[CH:4][CH:3]=1.[O:12]=[S:13]1(=[O:19])[CH2:17][CH2:16][CH:15]([NH2:18])[CH2:14]1. Product: [Cl:1][C:2]1[N:7]=[CH:6][C:5]([S:8]([NH:18][CH:15]2[CH2:16][CH2:17][S:13](=[O:19])(=[O:12])[CH2:14]2)(=[O:10])=[O:9])=[CH:4][CH:3]=1. The catalyst class is: 2.